From a dataset of Reaction yield outcomes from USPTO patents with 853,638 reactions. Predict the reaction yield, written as a fraction of the theoretical maximum amount of product (1.0 means a 100% yield; for example, 0.34 means a 34% yield). (1) The reactants are [F:1][C:2]1[N:6]([C:7]2[CH:12]=[CH:11][CH:10]=[CH:9][CH:8]=2)[N:5]=[C:4]([C:13]([F:16])([F:15])[F:14])[C:3]=1[CH2:17]O.P(Br)(Br)[Br:20].O. The catalyst is C(OCC)C. The product is [Br:20][CH2:17][C:3]1[C:4]([C:13]([F:16])([F:15])[F:14])=[N:5][N:6]([C:7]2[CH:12]=[CH:11][CH:10]=[CH:9][CH:8]=2)[C:2]=1[F:1]. The yield is 0.888. (2) The reactants are [CH2:1]([O:3][C:4](=[O:8])[C:5](Cl)=[O:6])[CH3:2].[Cl:9][C:10]1[S:11][CH:12]=[CH:13][C:14]=1[Cl:15].[Al+3].[Cl-].[Cl-].[Cl-]. The catalyst is [N+](C)([O-])=O. The product is [CH2:1]([O:3][C:4](=[O:8])[C:5]([C:12]1[S:11][C:10]([Cl:9])=[C:14]([Cl:15])[CH:13]=1)=[O:6])[CH3:2]. The yield is 0.820. (3) The reactants are [F:1][C:2]1[CH:38]=[CH:37][C:5]([O:6][C:7]2[CH:12]=[CH:11][C:10]([NH:13][C:14]([NH:16][C:17]3[CH:22]=[CH:21][C:20]([O:23][C:24]4[CH:29]=[CH:28][N:27]=[C:26]5[NH:30][N:31]=[CH:32][C:25]=45)=[CH:19][CH:18]=3)=[O:15])=[CH:9][C:8]=2[C:33]([F:36])([F:35])[F:34])=[CH:4][CH:3]=1.CC[C:41]([C:43](Cl)=[O:44])=[O:42]. The catalyst is ClCCl.C1COCC1. The product is [F:1][C:2]1[CH:3]=[CH:4][C:5]([O:6][C:7]2[CH:12]=[CH:11][C:10]([N:13]3[C:41](=[O:42])[C:43](=[O:44])[N:16]([C:17]4[CH:18]=[CH:19][C:20]([O:23][C:24]5[CH:29]=[CH:28][N:27]=[C:26]6[NH:30][N:31]=[CH:32][C:25]=56)=[CH:21][CH:22]=4)[C:14]3=[O:15])=[CH:9][C:8]=2[C:33]([F:35])([F:36])[F:34])=[CH:37][CH:38]=1. The yield is 0.200. (4) The reactants are C(N(CC)C(C)C)(C)C.[CH3:10][C:11]1[CH:20]=[CH:19][C:18]2[C:13](=[CH:14][CH:15]=[CH:16][C:17]=2[N:21]2[CH2:26][CH2:25][N:24]([CH2:27][CH2:28][C:29]3[CH:30]=[C:31]([CH:33]=[CH:34][CH:35]=3)N)[CH2:23][CH2:22]2)[N:12]=1.CS(OCCC1C=CC=C([I:49])C=1)(=O)=O. The catalyst is CN(C)C=O. The product is [I:49][C:31]1[CH:30]=[C:29]([CH2:28][CH2:27][N:24]2[CH2:23][CH2:22][N:21]([C:17]3[CH:16]=[CH:15][CH:14]=[C:13]4[C:18]=3[CH:19]=[CH:20][C:11]([CH3:10])=[N:12]4)[CH2:26][CH2:25]2)[CH:35]=[CH:34][CH:33]=1. The yield is 0.600. (5) The reactants are Br[C:2]1[C:3]2[C:4]3[CH:23]=[CH:22][S:21][C:5]=3[C:6](=[O:20])[NH:7][C:8]=2[CH:9]=[CH:10][C:11]=1[O:12][Si](C(C)(C)C)(C)C.CC1(C)C(C)(C)OB([C:32]2[CH2:37][CH2:36][CH:35]([NH:38][C:39](=O)OC(C)(C)C)CC=2)O1. No catalyst specified. The product is [OH:12][C:11]1[CH:10]=[CH:9][C:8]2[NH:7][C:6](=[O:20])[C:5]3[S:21][CH:22]=[CH:23][C:4]=3[C:3]=2[C:2]=1[C:37]1[CH2:32][CH2:39][NH:38][CH2:35][CH:36]=1. The yield is 0.230. (6) The reactants are [C:1](Cl)(=[O:5])[CH:2]([CH3:4])[CH3:3].C1N=CN(C(N2C=NC=C2)=O)C=1.O/[N:20]=[C:21](\[NH2:31])/[C:22]1[CH:27]=[CH:26][CH:25]=[C:24]([N+:28]([O-:30])=[O:29])[CH:23]=1. The catalyst is N1C=CC=CC=1. The product is [CH:2]([C:1]1[O:5][N:31]=[C:21]([C:22]2[CH:27]=[CH:26][CH:25]=[C:24]([N+:28]([O-:30])=[O:29])[CH:23]=2)[N:20]=1)([CH3:4])[CH3:3]. The yield is 0.710. (7) The reactants are Br[C:2]1[CH:3]=[CH:4][C:5]2[C:6]3[CH2:16][CH2:15][N:14]([C:17]([O:19][C:20]([CH3:23])([CH3:22])[CH3:21])=[O:18])[CH2:13][CH2:12][C:7]=3[N:8]([CH3:11])[C:9]=2[CH:10]=1.[F:24][C:25]1[CH:39]=[CH:38][C:28]([CH2:29][CH2:30][N:31]2[CH2:36][CH2:35][NH:34][C:33](=[O:37])[CH2:32]2)=[CH:27][CH:26]=1. No catalyst specified. The product is [F:24][C:25]1[CH:26]=[CH:27][C:28]([CH2:29][CH2:30][N:31]2[CH2:36][CH2:35][N:34]([C:2]3[CH:3]=[CH:4][C:5]4[C:6]5[CH2:16][CH2:15][N:14]([C:17]([O:19][C:20]([CH3:23])([CH3:22])[CH3:21])=[O:18])[CH2:13][CH2:12][C:7]=5[N:8]([CH3:11])[C:9]=4[CH:10]=3)[C:33](=[O:37])[CH2:32]2)=[CH:38][CH:39]=1. The yield is 0.710. (8) The reactants are [CH3:1][CH2:2][C:3]([C:5]1[CH:10]=[CH:9][C:8]([Cl:11])=[CH:7][CH:6]=1)=O.[Li]N([Si](C)(C)C)[Si](C)(C)C.[C:22]([O:29][CH2:30][CH3:31])(=[O:28])[C:23](OCC)=O.[Cl:32][C:33]1[CH:38]=[CH:37][CH:36]=[CH:35][C:34]=1[NH:39][NH2:40].OS(O)(=O)=O.C([O-])(O)=O.[Na+]. The catalyst is C(OCC)C. The product is [CH2:30]([O:29][C:22]([C:23]1[C:2]([CH3:1])=[C:3]([C:5]2[CH:10]=[CH:9][C:8]([Cl:11])=[CH:7][CH:6]=2)[N:39]([C:34]2[CH:35]=[CH:36][CH:37]=[CH:38][C:33]=2[Cl:32])[N:40]=1)=[O:28])[CH3:31]. The yield is 0.250. (9) The reactants are C(OC([N:11]1[CH:16]2[CH2:17][CH2:18][CH2:19][CH:12]1[C:13](=[O:29])[N:14]([CH2:21][C:22]1[CH:27]=[CH:26][C:25]([F:28])=[CH:24][CH:23]=1)[C:15]2=[O:20])=O)C1C=CC=CC=1.C1CCC=CC=1. The catalyst is C(O)C.[Pd]. The product is [F:28][C:25]1[CH:24]=[CH:23][C:22]([CH2:21][N:14]2[C:15](=[O:20])[CH:16]3[NH:11][CH:12]([CH2:19][CH2:18][CH2:17]3)[C:13]2=[O:29])=[CH:27][CH:26]=1. The yield is 0.940.